From a dataset of NCI-60 drug combinations with 297,098 pairs across 59 cell lines. Regression. Given two drug SMILES strings and cell line genomic features, predict the synergy score measuring deviation from expected non-interaction effect. (1) Drug 1: C1=CC(=C2C(=C1NCCNCCO)C(=O)C3=C(C=CC(=C3C2=O)O)O)NCCNCCO. Drug 2: C1=NC2=C(N=C(N=C2N1C3C(C(C(O3)CO)O)F)Cl)N. Cell line: MDA-MB-231. Synergy scores: CSS=30.4, Synergy_ZIP=-14.3, Synergy_Bliss=-12.8, Synergy_Loewe=-7.00, Synergy_HSA=-4.81. (2) Drug 1: C1C(C(OC1N2C=C(C(=O)NC2=O)F)CO)O. Drug 2: CS(=O)(=O)OCCCCOS(=O)(=O)C. Cell line: HCC-2998. Synergy scores: CSS=36.4, Synergy_ZIP=0.0576, Synergy_Bliss=-0.246, Synergy_Loewe=-14.2, Synergy_HSA=1.56. (3) Drug 1: CC12CCC(CC1=CCC3C2CCC4(C3CC=C4C5=CN=CC=C5)C)O. Drug 2: CNC(=O)C1=NC=CC(=C1)OC2=CC=C(C=C2)NC(=O)NC3=CC(=C(C=C3)Cl)C(F)(F)F. Cell line: MOLT-4. Synergy scores: CSS=40.0, Synergy_ZIP=4.93, Synergy_Bliss=5.47, Synergy_Loewe=-4.48, Synergy_HSA=5.00. (4) Drug 1: CC1=C2C(C(=O)C3(C(CC4C(C3C(C(C2(C)C)(CC1OC(=O)C(C(C5=CC=CC=C5)NC(=O)C6=CC=CC=C6)O)O)OC(=O)C7=CC=CC=C7)(CO4)OC(=O)C)O)C)OC(=O)C. Drug 2: C(CC(=O)O)C(=O)CN.Cl. Cell line: UO-31. Synergy scores: CSS=1.08, Synergy_ZIP=4.59, Synergy_Bliss=-0.296, Synergy_Loewe=-2.55, Synergy_HSA=-1.10.